Dataset: Forward reaction prediction with 1.9M reactions from USPTO patents (1976-2016). Task: Predict the product of the given reaction. (1) Given the reactants [C:1]([NH:4][C:5]1[CH:14]=[CH:13][C:8]([C:9]([O:11][CH3:12])=[O:10])=[C:7]([O:15][CH3:16])[C:6]=1[NH2:17])(=[O:3])[CH3:2].[N:18]([O-])=O.[Na+], predict the reaction product. The product is: [C:1]([N:4]1[C:5]2[CH:14]=[CH:13][C:8]([C:9]([O:11][CH3:12])=[O:10])=[C:7]([O:15][CH3:16])[C:6]=2[N:17]=[N:18]1)(=[O:3])[CH3:2]. (2) Given the reactants [OH:1][C:2]([CH3:38])([CH3:37])[CH2:3][CH2:4][O:5][C:6]1[CH:11]=[C:10]([CH3:12])[C:9]([C:13]2[CH:18]=[CH:17][CH:16]=[C:15]([CH2:19][O:20][C:21]3[CH:22]=[C:23]4[C:27](=[CH:28][CH:29]=3)[CH:26]([CH2:30][CH:31]=[O:32])[C:25]3([CH2:34][CH2:33]3)[CH2:24]4)[C:14]=2[CH3:35])=[C:8]([CH3:36])[CH:7]=1.CC(=CC)C.Cl([O-])=[O:45].[Na+:47].P([O-])(O)(O)=O.[Na+].C(OC(C)C)(C)C, predict the reaction product. The product is: [OH:1][C:2]([CH3:38])([CH3:37])[CH2:3][CH2:4][O:5][C:6]1[CH:7]=[C:8]([CH3:36])[C:9]([C:13]2[CH:18]=[CH:17][CH:16]=[C:15]([CH2:19][O:20][C:21]3[CH:22]=[C:23]4[C:27](=[CH:28][CH:29]=3)[CH:26]([CH2:30][C:31]([O-:45])=[O:32])[C:25]3([CH2:33][CH2:34]3)[CH2:24]4)[C:14]=2[CH3:35])=[C:10]([CH3:12])[CH:11]=1.[Na+:47]. (3) The product is: [Br:10][C:5]1[C:4]([CH3:9])=[CH:3][C:2]([Br:1])=[CH:7][N:6]=1. Given the reactants [Br:1][C:2]1[CH:3]=[C:4]([CH3:9])[C:5](N)=[N:6][CH:7]=1.[Br:10]Br.N([O-])=O.[Na+].[OH-].[K+], predict the reaction product. (4) Given the reactants [C:1]([O:4][C:5](=O)[CH3:6])(=[O:3])[CH3:2].[CH3:8][C:9]1[S:13][C:12]2[CH:14]=[C:15]3[C:20](=[C:21]([C:22]4[CH:27]=CC(O)=[CH:24][CH:23]=4)[C:11]=2[C:10]=1[CH3:29])[CH:19]=[CH:18][CH:17]=[CH:16]3.Cl, predict the reaction product. The product is: [CH3:8][C:9]1[S:13][C:12]2[CH:14]=[C:15]3[C:20](=[C:21]([C:22]4[CH:27]=[CH:6][C:5]([O:4][C:1](=[O:3])[CH3:2])=[CH:24][CH:23]=4)[C:11]=2[C:10]=1[CH3:29])[CH:19]=[CH:18][CH:17]=[CH:16]3. (5) Given the reactants I[C:2]1[CH:7]=[CH:6][C:5](/[CH:8]=[C:9](\[CH3:15])/[C:10]([O:12][CH2:13][CH3:14])=[O:11])=[CH:4][C:3]=1OCCC.[CH3:20][NH:21][C:22]1[CH:23]=[C:24](B(O)O)[CH:25]=[CH:26][CH:27]=1.O, predict the reaction product. The product is: [CH3:15]/[C:9](=[CH:8]\[C:5]1[CH:4]=[CH:3][C:2]([C:26]2[CH:25]=[CH:24][CH:23]=[C:22]([NH:21][CH3:20])[CH:27]=2)=[CH:7][CH:6]=1)/[C:10]([O:12][CH2:13][CH3:14])=[O:11]. (6) Given the reactants [N:1]1([C:6]2[CH:11]=[CH:10][C:9]([CH2:12][OH:13])=[CH:8][CH:7]=2)[CH:5]=[CH:4][CH:3]=[N:2]1.[B-](F)(F)(F)[F:15].[B-](F)(F)(F)F.C1[N+]2(CCl)CC[N+](F)(CC2)C1, predict the reaction product. The product is: [F:15][C:4]1[CH:3]=[N:2][N:1]([C:6]2[CH:11]=[CH:10][C:9]([CH2:12][OH:13])=[CH:8][CH:7]=2)[CH:5]=1. (7) Given the reactants C(=O)([O-])[O-].[K+].[K+].[CH2:7](Br)[C:8]#[CH:9].[CH3:11][O:12][CH2:13][CH2:14][NH:15][CH2:16][C:17]1[CH:22]=[CH:21][C:20]([S:23][C:24]([CH3:33])([CH3:32])[C:25]([O:27][C:28]([CH3:31])([CH3:30])[CH3:29])=[O:26])=[CH:19][CH:18]=1.O, predict the reaction product. The product is: [CH3:11][O:12][CH2:13][CH2:14][N:15]([CH2:16][C:17]1[CH:22]=[CH:21][C:20]([S:23][C:24]([CH3:33])([CH3:32])[C:25]([O:27][C:28]([CH3:31])([CH3:30])[CH3:29])=[O:26])=[CH:19][CH:18]=1)[CH2:7][C:8]#[CH:9].